This data is from Forward reaction prediction with 1.9M reactions from USPTO patents (1976-2016). The task is: Predict the product of the given reaction. (1) Given the reactants [Br:1][C:2]1[CH:3]=[C:4]([CH2:8][CH2:9][CH:10]([C:14]2[CH:23]=[CH:22][C:17]([C:18]([O:20][CH3:21])=[O:19])=[CH:16][CH:15]=2)[C:11](=[S:13])[NH2:12])[CH:5]=[CH:6][CH:7]=1.Br[CH2:25][C:26]([C:28]1[CH:33]=[CH:32][CH:31]=[C:30]([C:34]([F:37])([F:36])[F:35])[CH:29]=1)=O, predict the reaction product. The product is: [Br:1][C:2]1[CH:3]=[C:4]([CH2:8][CH2:9][CH:10]([C:14]2[CH:15]=[CH:16][C:17]([C:18]([O:20][CH3:21])=[O:19])=[CH:22][CH:23]=2)[C:11]2[S:13][CH:25]=[C:26]([C:28]3[CH:33]=[CH:32][CH:31]=[C:30]([C:34]([F:35])([F:36])[F:37])[CH:29]=3)[N:12]=2)[CH:5]=[CH:6][CH:7]=1. (2) Given the reactants O1C2C=CC=CC=2C=C1C=O.[CH3:12][O:13][C:14]([C@@H:16]1[CH2:28][C:27]2[C:26]3[C:21](=[CH:22][CH:23]=[CH:24][CH:25]=3)[NH:20][C:19]=2[C@H:18]([C:29]2[O:30][C:31]3[CH:37]=[CH:36][CH:35]=[CH:34][C:32]=3[CH:33]=2)[NH:17]1)=[O:15], predict the reaction product. The product is: [CH3:12][O:13][C:14]([C@@H:16]1[CH2:28][C:27]2[C:26]3[C:21](=[CH:22][CH:23]=[CH:24][CH:25]=3)[NH:20][C:19]=2[C@H:18]([C:29]2[O:30][C:31]3[CH:37]=[CH:36][CH:35]=[CH:34][C:32]=3[CH:33]=2)[NH:17]1)=[O:15].[CH3:12][O:13][C:14]([C@@H:16]1[CH2:28][C:27]2[C:26]3[C:21](=[CH:22][CH:23]=[CH:24][CH:25]=3)[NH:20][C:19]=2[C@@H:18]([C:29]2[O:30][C:31]3[CH:37]=[CH:36][CH:35]=[CH:34][C:32]=3[CH:33]=2)[NH:17]1)=[O:15].